This data is from Peptide-MHC class I binding affinity with 185,985 pairs from IEDB/IMGT. The task is: Regression. Given a peptide amino acid sequence and an MHC pseudo amino acid sequence, predict their binding affinity value. This is MHC class I binding data. (1) The peptide sequence is LWISVKVLF. The MHC is HLA-A23:01 with pseudo-sequence HLA-A23:01. The binding affinity (normalized) is 0.894. (2) The peptide sequence is VFCNDHKGNR. The MHC is HLA-A33:01 with pseudo-sequence HLA-A33:01. The binding affinity (normalized) is 0.303. (3) The peptide sequence is SVVVHTKMTK. The MHC is HLA-A11:01 with pseudo-sequence HLA-A11:01. The binding affinity (normalized) is 0.767.